Dataset: NCI-60 drug combinations with 297,098 pairs across 59 cell lines. Task: Regression. Given two drug SMILES strings and cell line genomic features, predict the synergy score measuring deviation from expected non-interaction effect. (1) Drug 1: CC(C1=C(C=CC(=C1Cl)F)Cl)OC2=C(N=CC(=C2)C3=CN(N=C3)C4CCNCC4)N. Drug 2: CC=C1C(=O)NC(C(=O)OC2CC(=O)NC(C(=O)NC(CSSCCC=C2)C(=O)N1)C(C)C)C(C)C. Cell line: BT-549. Synergy scores: CSS=26.6, Synergy_ZIP=3.07, Synergy_Bliss=4.65, Synergy_Loewe=-46.4, Synergy_HSA=1.54. (2) Drug 1: CC=C1C(=O)NC(C(=O)OC2CC(=O)NC(C(=O)NC(CSSCCC=C2)C(=O)N1)C(C)C)C(C)C. Drug 2: CC1C(C(CC(O1)OC2CC(CC3=C2C(=C4C(=C3O)C(=O)C5=C(C4=O)C(=CC=C5)OC)O)(C(=O)CO)O)N)O.Cl. Cell line: NCI-H322M. Synergy scores: CSS=41.9, Synergy_ZIP=-0.193, Synergy_Bliss=1.24, Synergy_Loewe=-7.14, Synergy_HSA=3.42. (3) Drug 1: C1CN1P(=S)(N2CC2)N3CC3. Drug 2: C1=CN(C=N1)CC(O)(P(=O)(O)O)P(=O)(O)O. Cell line: SF-295. Synergy scores: CSS=30.3, Synergy_ZIP=-9.73, Synergy_Bliss=-7.31, Synergy_Loewe=-6.27, Synergy_HSA=-6.57.